This data is from Peptide-MHC class II binding affinity with 134,281 pairs from IEDB. The task is: Regression. Given a peptide amino acid sequence and an MHC pseudo amino acid sequence, predict their binding affinity value. This is MHC class II binding data. (1) The peptide sequence is HGSEPCIIHRGKPF. The MHC is HLA-DQA10301-DQB10302 with pseudo-sequence HLA-DQA10301-DQB10302. The binding affinity (normalized) is 0.0620. (2) The peptide sequence is LIEKINAGFKAALAA. The MHC is DRB1_0301 with pseudo-sequence DRB1_0301. The binding affinity (normalized) is 0.438. (3) The peptide sequence is ANELNYILWENNIKL. The MHC is DRB1_1302 with pseudo-sequence DRB1_1302. The binding affinity (normalized) is 0.663. (4) The peptide sequence is MSYNLLGFLQRSSNF. The MHC is DRB1_0701 with pseudo-sequence DRB1_0701. The binding affinity (normalized) is 0.356. (5) The peptide sequence is GELQIVTKIDAAFKI. The MHC is DRB1_0401 with pseudo-sequence DRB1_0401. The binding affinity (normalized) is 0.532. (6) The peptide sequence is AMRVTKDTNDNNLYK. The MHC is H-2-IAb with pseudo-sequence H-2-IAb. The binding affinity (normalized) is 0.0231. (7) The peptide sequence is EQCGRQAGGKLCPNN. The MHC is DRB1_1501 with pseudo-sequence DRB1_1501. The binding affinity (normalized) is 0.226. (8) The MHC is DRB1_0405 with pseudo-sequence DRB1_0405. The peptide sequence is ILPNTLVLDFCDDAL. The binding affinity (normalized) is 0.349. (9) The peptide sequence is SRAEVSYVHVNGAKF. The MHC is HLA-DQA10301-DQB10302 with pseudo-sequence HLA-DQA10301-DQB10302. The binding affinity (normalized) is 0.397.